Predict the product of the given reaction. From a dataset of Forward reaction prediction with 1.9M reactions from USPTO patents (1976-2016). Given the reactants Br[C:2]1[CH:3]=[N:4][CH:5]=[C:6]([Br:8])[CH:7]=1.C[Si](C)(C)[C:11]#[C:12][CH3:13].C(N(CC)CC)C.[F-].C([N+](CCCC)(CCCC)CCCC)CCC, predict the reaction product. The product is: [Br:8][C:6]1[CH:5]=[N:4][CH:3]=[C:2]([C:11]#[C:12][CH3:13])[CH:7]=1.